Dataset: Full USPTO retrosynthesis dataset with 1.9M reactions from patents (1976-2016). Task: Predict the reactants needed to synthesize the given product. (1) Given the product [CH3:1][O:2][C:3](=[O:16])[C:4]([C:7]1[CH:8]=[CH:9][C:10]([CH2:13][CH2:14][O:15][S:25]([CH3:24])(=[O:27])=[O:26])=[CH:11][CH:12]=1)([CH3:6])[CH3:5], predict the reactants needed to synthesize it. The reactants are: [CH3:1][O:2][C:3](=[O:16])[C:4]([C:7]1[CH:12]=[CH:11][C:10]([CH2:13][CH2:14][OH:15])=[CH:9][CH:8]=1)([CH3:6])[CH3:5].C(N(CC)CC)C.[CH3:24][S:25](Cl)(=[O:27])=[O:26].ClCCl. (2) The reactants are: C[O:2][C:3]([C:5]1[CH:6]=[C:7]([CH:20]2[CH2:23][N:22]([C:24]([O:26][C:27]([CH3:30])([CH3:29])[CH3:28])=[O:25])[CH2:21]2)[CH:8]=[C:9]([N:12]([CH3:19])[CH:13]2[CH2:18][CH2:17][O:16][CH2:15][CH2:14]2)[C:10]=1[CH3:11])=[O:4].[OH-].[Na+]. Given the product [C:27]([O:26][C:24]([N:22]1[CH2:23][CH:20]([C:7]2[CH:8]=[C:9]([N:12]([CH3:19])[CH:13]3[CH2:14][CH2:15][O:16][CH2:17][CH2:18]3)[C:10]([CH3:11])=[C:5]([CH:6]=2)[C:3]([OH:4])=[O:2])[CH2:21]1)=[O:25])([CH3:29])([CH3:30])[CH3:28], predict the reactants needed to synthesize it. (3) Given the product [CH3:43][C:21]1[N:22]([C:24]([C:25]2[CH:30]=[CH:29][CH:28]=[CH:27][CH:26]=2)([C:31]2[CH:32]=[CH:33][CH:34]=[CH:35][CH:36]=2)[C:37]2[CH:42]=[CH:41][CH:40]=[CH:39][CH:38]=2)[CH:23]=[C:19]([CH2:18][O:3][CH:4]2[CH2:5][CH2:6][N:7]([C:10]([O:12][C:13]([CH3:16])([CH3:15])[CH3:14])=[O:11])[CH2:8][CH2:9]2)[N:20]=1, predict the reactants needed to synthesize it. The reactants are: [H-].[Na+].[OH:3][CH:4]1[CH2:9][CH2:8][N:7]([C:10]([O:12][C:13]([CH3:16])([CH3:15])[CH3:14])=[O:11])[CH2:6][CH2:5]1.Cl[CH2:18][C:19]1[N:20]=[C:21]([CH3:43])[N:22]([C:24]([C:37]2[CH:42]=[CH:41][CH:40]=[CH:39][CH:38]=2)([C:31]2[CH:36]=[CH:35][CH:34]=[CH:33][CH:32]=2)[C:25]2[CH:30]=[CH:29][CH:28]=[CH:27][CH:26]=2)[CH:23]=1. (4) Given the product [OH:1][C:2]1[N:7]=[C:6]([C:8]([O:10][CH3:16])=[O:9])[CH:5]=[CH:4][CH:3]=1, predict the reactants needed to synthesize it. The reactants are: [OH:1][C:2]1[N:7]=[C:6]([C:8]([OH:10])=[O:9])[CH:5]=[CH:4][CH:3]=1.S(=O)(=O)(O)O.[CH3:16]O.